From a dataset of Full USPTO retrosynthesis dataset with 1.9M reactions from patents (1976-2016). Predict the reactants needed to synthesize the given product. (1) Given the product [S:21]1[C:22]2[CH:28]=[CH:27][CH:26]=[CH:25][C:23]=2[N:24]=[C:20]1[NH:1][C:2]1[S:6][N:5]=[C:4]([CH3:7])[C:3]=1[C:8]([NH:10][C:11]1[CH:16]=[CH:15][CH:14]=[CH:13][C:12]=1[CH2:17][CH3:18])=[O:9], predict the reactants needed to synthesize it. The reactants are: [NH2:1][C:2]1[S:6][N:5]=[C:4]([CH3:7])[C:3]=1[C:8]([NH:10][C:11]1[CH:16]=[CH:15][CH:14]=[CH:13][C:12]=1[CH2:17][CH3:18])=[O:9].Cl[C:20]1[S:21][C:22]2[CH:28]=[CH:27][CH:26]=[CH:25][C:23]=2[N:24]=1.C(=O)([O-])[O-].[Cs+].[Cs+].CC1(C)C2C(=C(P(C3C=CC=CC=3)C3C=CC=CC=3)C=CC=2)OC2C(P(C3C=CC=CC=3)C3C=CC=CC=3)=CC=CC1=2. (2) The reactants are: Br[C:2]1[S:6][C:5]([C:7]2[CH:8]=[CH:9][C:10]([O:15][CH:16]([CH3:18])[CH3:17])=[C:11]([CH:14]=2)[C:12]#[N:13])=[N:4][N:3]=1.[CH2:19]([C:21]1[C:30](B2OC(C)(C)C(C)(C)O2)=[CH:29][CH:28]=[C:27]2[C:22]=1[CH2:23][CH2:24][N:25](C(=O)C(F)(F)F)[CH2:26]2)[CH3:20].C([O-])([O-])=O.[Na+].[Na+]. Given the product [CH2:19]([C:21]1[C:30]([C:2]2[S:6][C:5]([C:7]3[CH:8]=[CH:9][C:10]([O:15][CH:16]([CH3:18])[CH3:17])=[C:11]([C:12]#[N:13])[CH:14]=3)=[N:4][N:3]=2)=[CH:29][CH:28]=[C:27]2[C:22]=1[CH2:23][CH2:24][NH:25][CH2:26]2)[CH3:20], predict the reactants needed to synthesize it. (3) Given the product [CH3:1][O:2][C:3]([C:5]1[N:6]([CH:10]2[C:19]3[C:14](=[CH:15][CH:16]=[CH:17][CH:18]=3)[CH2:13][N:12]([CH3:20])[CH2:11]2)[CH:7]=[N:8][CH:9]=1)=[O:4], predict the reactants needed to synthesize it. The reactants are: [CH3:1][O:2][C:3]([C:5]1[N:6]([CH:10]2[C:19]3[C:14](=[CH:15][CH:16]=[CH:17][CH:18]=3)[CH2:13][N:12]([CH3:20])[C:11]2=O)[CH:7]=[N:8][CH:9]=1)=[O:4].B.[OH-].[Na+]. (4) Given the product [Cl:1][C:2]1[CH:18]=[CH:17][C:5]2[CH2:6][CH2:7][N:8]([C:11](=[O:16])[C:12]([F:15])([F:14])[F:13])[CH2:9][CH2:10][C:4]=2[C:3]=1[NH:27][CH2:28][C:29]1[CH:30]=[C:31]2[C:36](=[CH:37][CH:38]=1)[N:35]=[CH:34][CH:33]=[CH:32]2, predict the reactants needed to synthesize it. The reactants are: [Cl:1][C:2]1[CH:18]=[CH:17][C:5]2[CH2:6][CH2:7][N:8]([C:11](=[O:16])[C:12]([F:15])([F:14])[F:13])[CH2:9][CH2:10][C:4]=2[C:3]=1OS(C(F)(F)F)(=O)=O.[NH2:27][CH2:28][C:29]1[CH:30]=[C:31]2[C:36](=[CH:37][CH:38]=1)[N:35]=[CH:34][CH:33]=[CH:32]2.C1C=CC(P(C2C(C3C(P(C4C=CC=CC=4)C4C=CC=CC=4)=CC=C4C=3C=CC=C4)=C3C(C=CC=C3)=CC=2)C2C=CC=CC=2)=CC=1.C(=O)([O-])[O-].[Cs+].[Cs+]. (5) Given the product [NH2:19][C:3]1[CH:4]=[C:5]([N:8]([CH2:17][CH3:18])[C:9](=[O:16])[CH2:10][N:11]([CH2:12][CH3:13])[CH2:14][CH3:15])[CH:6]=[CH:7][C:2]=1[NH2:1], predict the reactants needed to synthesize it. The reactants are: [NH2:1][C:2]1[CH:7]=[CH:6][C:5]([N:8]([CH2:17][CH3:18])[C:9](=[O:16])[CH2:10][N:11]([CH2:14][CH3:15])[CH2:12][CH3:13])=[CH:4][C:3]=1[N+:19]([O-])=O. (6) Given the product [C:1]([O:11][CH2:12][C:13]1[CH:14]=[C:15]([NH2:22])[CH:16]=[C:17]([NH2:19])[CH:18]=1)(=[O:10])[CH2:2][CH2:3][CH2:4][CH2:5][CH2:6][CH2:7][CH2:8][CH3:9], predict the reactants needed to synthesize it. The reactants are: [C:1]([O:11][CH2:12][C:13]1[CH:18]=[C:17]([N+:19]([O-])=O)[CH:16]=[C:15]([N+:22]([O-])=O)[CH:14]=1)(=[O:10])[CH2:2][CH2:3][CH2:4][CH2:5][CH2:6][CH2:7][CH2:8][CH3:9].[H][H].